Dataset: Full USPTO retrosynthesis dataset with 1.9M reactions from patents (1976-2016). Task: Predict the reactants needed to synthesize the given product. Given the product [Br:11][C:12]1[CH:20]=[CH:19][C:15]([C:16]([C:8]2[CH:7]=[CH:6][C:5]([CH2:4][CH2:3][CH2:2][CH3:1])=[CH:10][CH:9]=2)=[O:17])=[CH:14][CH:13]=1, predict the reactants needed to synthesize it. The reactants are: [CH3:1][CH2:2][CH2:3][CH2:4][C:5]1[CH:6]=[CH:7][CH:8]=[CH:9][CH:10]=1.[Br:11][C:12]1[CH:20]=[CH:19][C:15]([C:16](Cl)=[O:17])=[CH:14][CH:13]=1.